Dataset: Reaction yield outcomes from USPTO patents with 853,638 reactions. Task: Predict the reaction yield, written as a fraction of the theoretical maximum amount of product (1.0 means a 100% yield; for example, 0.34 means a 34% yield). The reactants are [OH:1][C:2]1[C:11]2[C:6](=[CH:7][CH:8]=[CH:9][CH:10]=2)[C:5]([CH3:18])([CH2:12][CH2:13][C@@H:14]([CH3:17])[CH2:15][CH3:16])[C:4](=[O:19])[C:3]=1[C:20]1[NH:25][C:24]2[CH:26]=[CH:27][C:28]([NH:30]C(=O)OC(C)(C)C)=[CH:29][C:23]=2[S:22](=[O:39])(=[O:38])[N:21]=1.[ClH:40]. The catalyst is O1CCOCC1. The product is [ClH:40].[NH2:30][C:28]1[CH:27]=[CH:26][C:24]2[NH:25][C:20]([C:3]3[C:4](=[O:19])[C:5]([CH3:18])([CH2:12][CH2:13][C@@H:14]([CH3:17])[CH2:15][CH3:16])[C:6]4[C:11]([C:2]=3[OH:1])=[CH:10][CH:9]=[CH:8][CH:7]=4)=[N:21][S:22](=[O:39])(=[O:38])[C:23]=2[CH:29]=1. The yield is 0.880.